From a dataset of Reaction yield outcomes from USPTO patents with 853,638 reactions. Predict the reaction yield, written as a fraction of the theoretical maximum amount of product (1.0 means a 100% yield; for example, 0.34 means a 34% yield). (1) The yield is 0.150. The catalyst is [Cl-].C([N+](CC)(CC)CC)C.C([O-])(=O)C.[Pd+2].C([O-])(=O)C.[Cu]I. The product is [CH3:15][O:14][C:12]([C:9]1[N:10]=[C:11]2[N:7]([CH2:6][CH2:5][O:4][C:3]3[CH:16]=[C:17]([Cl:20])[CH:18]=[CH:19][C:2]=32)[N:8]=1)=[O:13]. The reactants are Br[C:2]1[CH:19]=[CH:18][C:17]([Cl:20])=[CH:16][C:3]=1[O:4][CH2:5][CH2:6][N:7]1[CH:11]=[N:10][C:9]([C:12]([O:14][CH3:15])=[O:13])=[N:8]1.C(#N)C.C(=O)([O-])[O-].[Cs+].[Cs+]. (2) The reactants are Cl[C:2]([O:4][CH2:5][CH:6]=[CH2:7])=[O:3].[CH2:8]([O:11][C:12]([NH:14][C:15]1[CH:20]=[CH:19][N:18]([C@H:21]2[C:25]([F:27])([F:26])[C@H:24]([OH:28])[C@@H:23]([CH2:29][OH:30])[O:22]2)[C:17](=[O:31])[N:16]=1)=[O:13])[CH:9]=[CH2:10].C(N(CC)C(C)C)(C)C. The catalyst is CC#N. The product is [CH2:8]([O:11][C:12]([NH:14][C:15]1[CH:20]=[CH:19][N:18]([C@H:21]2[C:25]([F:26])([F:27])[C@H:24]([O:28][C:2]([O:4][CH2:5][CH:6]=[CH2:7])=[O:3])[C@@H:23]([CH2:29][OH:30])[O:22]2)[C:17](=[O:31])[N:16]=1)=[O:13])[CH:9]=[CH2:10]. The yield is 0.650.